Dataset: Forward reaction prediction with 1.9M reactions from USPTO patents (1976-2016). Task: Predict the product of the given reaction. (1) Given the reactants B1([C:10]2[CH:15]=[N:14][C:13]([N:16]3[CH2:21][CH2:20][O:19][CH2:18][CH2:17]3)=[N:12][CH:11]=2)OC(C)(C)C(C)(C)O1.[Br:22][C:23]1[CH:28]=[CH:27][CH:26]=[CH:25][C:24]=1Br.C([O-])([O-])=O.[Na+].[Na+].CN(C=O)C, predict the reaction product. The product is: [Br:22][C:23]1[CH:28]=[CH:27][CH:26]=[CH:25][C:24]=1[C:10]1[CH:11]=[N:12][C:13]([N:16]2[CH2:17][CH2:18][O:19][CH2:20][CH2:21]2)=[N:14][CH:15]=1. (2) Given the reactants [C:1]([O:7][CH2:8][CH3:9])(=[O:6])[CH2:2][C:3]([CH3:5])=O.[CH3:10][O:11][C:12]1[CH:17]=[CH:16][C:15]([NH:18]N)=[CH:14][CH:13]=1, predict the reaction product. The product is: [CH2:8]([O:7][C:1]([C:2]1[C:16]2[C:15](=[CH:14][CH:13]=[C:12]([O:11][CH3:10])[CH:17]=2)[NH:18][C:3]=1[CH3:5])=[O:6])[CH3:9]. (3) Given the reactants [CH:1]1([C:4]2[N:9]=[C:8]([NH:10]C(=O)C(C)(C)C)[CH:7]=[CH:6][CH:5]=2)[CH2:3][CH2:2]1.Cl, predict the reaction product. The product is: [CH:1]1([C:4]2[N:9]=[C:8]([NH2:10])[CH:7]=[CH:6][CH:5]=2)[CH2:3][CH2:2]1.